Dataset: Full USPTO retrosynthesis dataset with 1.9M reactions from patents (1976-2016). Task: Predict the reactants needed to synthesize the given product. (1) Given the product [CH2:13]([O:12][C:10]([C@H:7]1[CH2:8][CH2:9][C@H:4]([N:2]2[C:40]([C:41]([F:44])([F:42])[F:43])=[C:29]([C:30]([O:32][CH2:33][C:34]3[CH:35]=[CH:36][CH:37]=[CH:38][CH:39]=3)=[O:31])[CH:28]=[N:3]2)[CH2:5][C@H:6]1[CH3:15])=[O:11])[CH3:14], predict the reactants needed to synthesize it. The reactants are: Cl.[NH:2]([C@H:4]1[CH2:9][CH2:8][C@H:7]([C:10]([O:12][CH2:13][CH3:14])=[O:11])[C@H:6]([CH3:15])[CH2:5]1)[NH2:3].CCN(C(C)C)C(C)C.CN(/[CH:28]=[C:29](/[C:40](=O)[C:41]([F:44])([F:43])[F:42])\[C:30]([O:32][CH2:33][C:34]1[CH:39]=[CH:38][CH:37]=[CH:36][CH:35]=1)=[O:31])C.CCOC(C)=O.CCCCCC. (2) Given the product [NH2:6][C:4]([C:3]1[C:2]([F:1])=[CH:10][CH:9]=[CH:8][C:7]=1[NH:11][C:12]1[N:17]=[C:16]([NH:18][C:19]2[CH:27]=[C:26]3[C:22]([CH2:23][CH2:24][N:25]3[C:38]([N:35]([CH3:36])[CH3:34])=[O:39])=[CH:21][C:20]=2[O:28][CH3:29])[NH:15][C:14]2=[N:30][CH:31]=[CH:32][C:13]=12)=[O:5], predict the reactants needed to synthesize it. The reactants are: [F:1][C:2]1[CH:10]=[CH:9][CH:8]=[C:7]([NH:11][C:12]2[N:17]=[C:16]([NH:18][C:19]3[CH:27]=[C:26]4[C:22]([CH2:23][CH2:24][NH:25]4)=[CH:21][C:20]=3[O:28][CH3:29])[NH:15][C:14]3=[N:30][CH:31]=[CH:32][C:13]=23)[C:3]=1[C:4]([NH2:6])=[O:5].C1N=[CH:36][N:35]([C:38](N2C=NC=C2)=[O:39])[CH:34]=1.CN. (3) Given the product [CH3:31][O:30][C:27]1[CH:26]=[CH:25][C:24]([C:20]2[CH:19]=[C:18]3[C:23]([C:15]([C:11]4[CH:10]=[C:9]([NH:8][C:1](=[O:3])[CH3:2])[CH:14]=[CH:13][CH:12]=4)=[CH:16][N:17]3[C:32]3[CH:33]=[C:34]([NH:38][CH3:39])[N:35]=[CH:36][N:37]=3)=[CH:22][CH:21]=2)=[CH:29][CH:28]=1, predict the reactants needed to synthesize it. The reactants are: [C:1](OC(=O)C)(=[O:3])[CH3:2].[NH2:8][C:9]1[CH:10]=[C:11]([C:15]2[C:23]3[C:18](=[CH:19][C:20]([C:24]4[CH:29]=[CH:28][C:27]([O:30][CH3:31])=[CH:26][CH:25]=4)=[CH:21][CH:22]=3)[N:17]([C:32]3[N:37]=[CH:36][N:35]=[C:34]([NH:38][CH3:39])[CH:33]=3)[CH:16]=2)[CH:12]=[CH:13][CH:14]=1.N1C=CC=CC=1.C(=O)(O)[O-].[Na+].